Task: Predict the reactants needed to synthesize the given product.. Dataset: Full USPTO retrosynthesis dataset with 1.9M reactions from patents (1976-2016) (1) Given the product [C:25]([NH:29][C:30]([C:32]1[C:40]2[C:35](=[N:36][CH:37]=[C:38]([C:4]3[C:5]4[CH2:11][CH2:10][CH2:9][CH2:8][CH2:7][C:6]=4[N:2]([CH3:1])[N:3]=3)[N:39]=2)[N:34]([CH2:42][O:43][CH2:44][CH2:45][Si:46]([CH3:49])([CH3:48])[CH3:47])[CH:33]=1)=[O:31])([CH3:28])([CH3:27])[CH3:26], predict the reactants needed to synthesize it. The reactants are: [CH3:1][N:2]1[C:6]2[CH2:7][CH2:8][CH2:9][CH2:10][CH2:11][C:5]=2[C:4]([Sn](CCCC)(CCCC)CCCC)=[N:3]1.[C:25]([NH:29][C:30]([C:32]1[C:40]2[C:35](=[N:36][CH:37]=[C:38](Br)[N:39]=2)[N:34]([CH2:42][O:43][CH2:44][CH2:45][Si:46]([CH3:49])([CH3:48])[CH3:47])[CH:33]=1)=[O:31])([CH3:28])([CH3:27])[CH3:26]. (2) Given the product [Cl:1][C:2]1[CH:7]=[CH:6][CH:5]=[CH:4][C:3]=1[N:8]1[C:12]([C:13]2[CH:14]=[C:15]([C:29]([OH:31])=[O:30])[C:16]([C:19]3[CH:24]=[CH:23][CH:22]=[C:21]([S:25]([CH3:28])(=[O:27])=[O:26])[CH:20]=3)=[CH:17][CH:18]=2)=[CH:11][C:10]([C:33]([F:36])([F:34])[F:35])=[N:9]1, predict the reactants needed to synthesize it. The reactants are: [Cl:1][C:2]1[CH:7]=[CH:6][CH:5]=[CH:4][C:3]=1[N:8]1[C:12]([C:13]2[CH:14]=[C:15]([C:29]([O:31]C)=[O:30])[C:16]([C:19]3[CH:24]=[CH:23][CH:22]=[C:21]([S:25]([CH3:28])(=[O:27])=[O:26])[CH:20]=3)=[CH:17][CH:18]=2)=[CH:11][C:10]([C:33]([F:36])([F:35])[F:34])=[N:9]1.[OH-].[Na+]. (3) Given the product [CH2:11]([O:13][C:14](=[O:17])[CH2:15][O:10][C:9]1[CH:8]=[CH:7][C:4]([CH:5]=[O:6])=[CH:3][C:2]=1[O:1][CH2:29][C:27]([O:26][CH2:25][CH3:24])=[O:28])[CH3:12], predict the reactants needed to synthesize it. The reactants are: [OH:1][C:2]1[CH:3]=[C:4]([CH:7]=[CH:8][C:9]=1[OH:10])[CH:5]=[O:6].[CH2:11]([O:13][C:14](=[O:17])[CH2:15]Br)[CH3:12].C([O-])([O-])=O.[K+].[K+].[CH3:24][CH2:25][O:26][C:27]([CH3:29])=[O:28]. (4) Given the product [CH2:1]([C:3]1([C:11]2[CH:12]=[C:13]([CH:14]=[CH:15][CH:16]=2)[O:17][C:24]2[CH:25]=[C:20]([CH:21]=[CH:22][CH:23]=2)[CH:18]=[O:19])[CH2:9][CH2:8][CH2:7][CH2:6][N:5]([CH3:30])[C:4]1=[O:10])[CH3:2], predict the reactants needed to synthesize it. The reactants are: [CH2:1]([C:3]1([C:11]2[CH:16]=[CH:15][CH:14]=[C:13]([OH:17])[CH:12]=2)[CH2:9][CH2:8][CH2:7][CH2:6][NH:5][C:4]1=[O:10])[CH3:2].[CH:18]([C:20]1[CH:21]=[C:22](B(O)O)[CH:23]=[CH:24][CH:25]=1)=[O:19].N1C=CC=C[CH:30]=1. (5) Given the product [C:24]([Si:21]([CH3:23])([CH3:22])[O:20][CH2:19][CH2:18][O:17][C:14]1[CH:15]=[CH:16][C:11]([C:10]([OH:29])=[O:9])=[C:12]([Cl:28])[CH:13]=1)([CH3:27])([CH3:26])[CH3:25], predict the reactants needed to synthesize it. The reactants are: C[Si]([SiH2][O-])(C)C.[K+].C[O:9][C:10](=[O:29])[C:11]1[CH:16]=[CH:15][C:14]([O:17][CH2:18][CH2:19][O:20][Si:21]([C:24]([CH3:27])([CH3:26])[CH3:25])([CH3:23])[CH3:22])=[CH:13][C:12]=1[Cl:28].C(O)(=O)CC(CC(O)=O)(C(O)=O)O. (6) Given the product [C:6]([NH:9][C:10]([CH2:21][CH2:22][C:23]1[CH:28]=[CH:27][C:26]([S:29][C:30]2[CH:31]=[CH:32][C:33]([C:3](=[O:4])[CH2:2][Cl:1])=[CH:34][CH:35]=2)=[CH:25][CH:24]=1)([C:16]([O:18][CH2:19][CH3:20])=[O:17])[C:11]([O:13][CH2:14][CH3:15])=[O:12])(=[O:8])[CH3:7], predict the reactants needed to synthesize it. The reactants are: [Cl:1][CH2:2][C:3](Cl)=[O:4].[C:6]([NH:9][C:10]([CH2:21][CH2:22][C:23]1[CH:28]=[CH:27][C:26]([S:29][C:30]2[CH:35]=[CH:34][CH:33]=[CH:32][CH:31]=2)=[CH:25][CH:24]=1)([C:16]([O:18][CH2:19][CH3:20])=[O:17])[C:11]([O:13][CH2:14][CH3:15])=[O:12])(=[O:8])[CH3:7].[Al+3].[Cl-].[Cl-].[Cl-]. (7) The reactants are: [CH:1]([NH:4][C:5]1[C:10]([C:11]([NH2:13])=[O:12])=[CH:9][N:8]=[C:7](S(C)=O)[N:6]=1)([CH3:3])[CH3:2].C(NC1C(C(N)=O)=CN=C(S(C)(=O)=O)N=1)(C)C.CN1C(=O)CCC1.Cl.[NH2:42][C:43]12[CH2:50][CH2:49][C:46]([OH:51])([CH2:47][CH2:48]1)[CH2:45][CH2:44]2.CCN(C(C)C)C(C)C. Given the product [OH:51][C:46]12[CH2:49][CH2:50][C:43]([NH:42][C:7]3[N:6]=[C:5]([NH:4][CH:1]([CH3:3])[CH3:2])[C:10]([C:11]([NH2:13])=[O:12])=[CH:9][N:8]=3)([CH2:48][CH2:47]1)[CH2:44][CH2:45]2, predict the reactants needed to synthesize it. (8) The reactants are: [NH2:1][CH:2]([C:6]([NH2:8])=[O:7])[C:3]([NH2:5])=[O:4].O.[C:10]1(C)C=CC(S(O)(=O)=[O:17])=CC=1.C(OCC)(OCC)OCC.[ClH:31]. Given the product [OH2:4].[OH2:17].[ClH:31].[OH:4][C:3]1[NH:5][CH:10]=[N:1][C:2]=1[C:6]([NH2:8])=[O:7], predict the reactants needed to synthesize it. (9) Given the product [C:4]([O:3][C:1]([N:8]1[CH2:13][CH2:12][CH:11]([NH:15][C:16]2[CH:21]=[CH:20][C:19]([CH3:22])=[CH:18][CH:17]=2)[CH2:10][CH2:9]1)=[O:2])([CH3:7])([CH3:6])[CH3:5], predict the reactants needed to synthesize it. The reactants are: [C:1]([N:8]1[CH2:13][CH2:12][C:11](=O)[CH2:10][CH2:9]1)([O:3][C:4]([CH3:7])([CH3:6])[CH3:5])=[O:2].[NH2:15][C:16]1[CH:21]=[CH:20][C:19]([CH3:22])=[CH:18][CH:17]=1.